Dataset: Forward reaction prediction with 1.9M reactions from USPTO patents (1976-2016). Task: Predict the product of the given reaction. Given the reactants [Cl:1][C:2]1[CH:3]=[C:4]([C:26]#[C:27][CH2:28][N:29]2[CH2:33][CH2:32][CH2:31][CH2:30]2)[CH:5]=[C:6]2[C:10]=1[C:9](=[O:11])[N:8]([CH2:12][C:13]1[CH:18]=[CH:17][C:16]([O:19][C:20]3[CH:25]=[CH:24][CH:23]=[CH:22][CH:21]=3)=[CH:15][CH:14]=1)[CH2:7]2.[H][H].C(Cl)(Cl)Cl.CO, predict the reaction product. The product is: [Cl:1][C:2]1[CH:3]=[C:4]([CH2:26][CH2:27][CH2:28][N:29]2[CH2:30][CH2:31][CH2:32][CH2:33]2)[CH:5]=[C:6]2[C:10]=1[C:9](=[O:11])[N:8]([CH2:12][C:13]1[CH:18]=[CH:17][C:16]([O:19][C:20]3[CH:25]=[CH:24][CH:23]=[CH:22][CH:21]=3)=[CH:15][CH:14]=1)[CH2:7]2.